Dataset: Catalyst prediction with 721,799 reactions and 888 catalyst types from USPTO. Task: Predict which catalyst facilitates the given reaction. (1) Reactant: C(OP([CH2:9][C:10]([O:12][C:13]([CH3:16])([CH3:15])[CH3:14])=[O:11])(OCC)=O)C.[H-].[Na+].[CH2:19]([O:26][C:27]1[CH:34]=[CH:33][C:30]([CH:31]=O)=[CH:29][CH:28]=1)[C:20]1[CH:25]=[CH:24][CH:23]=[CH:22][CH:21]=1. Product: [CH2:19]([O:26][C:27]1[CH:28]=[CH:29][C:30](/[CH:31]=[CH:9]/[C:10]([O:12][C:13]([CH3:14])([CH3:15])[CH3:16])=[O:11])=[CH:33][CH:34]=1)[C:20]1[CH:21]=[CH:22][CH:23]=[CH:24][CH:25]=1. The catalyst class is: 7. (2) Reactant: [CH2:1]([O:5][C:6]1[CH:31]=[CH:30][C:29]([O:32][CH2:33][CH:34]([CH3:36])[CH3:35])=[CH:28][C:7]=1[C:8]([C:10]1[CH:11]=[CH:12][C:13]([O:23][CH2:24][CH:25]([CH3:27])[CH3:26])=[C:14]([CH2:16][CH2:17][C:18]([O:20]CC)=[O:19])[CH:15]=1)=[O:9])[CH:2]([CH3:4])[CH3:3].[OH-].[Na+].C(Cl)(Cl)Cl.Cl. Product: [CH2:1]([O:5][C:6]1[CH:31]=[CH:30][C:29]([O:32][CH2:33][CH:34]([CH3:36])[CH3:35])=[CH:28][C:7]=1[C:8]([C:10]1[CH:11]=[CH:12][C:13]([O:23][CH2:24][CH:25]([CH3:27])[CH3:26])=[C:14]([CH2:16][CH2:17][C:18]([OH:20])=[O:19])[CH:15]=1)=[O:9])[CH:2]([CH3:4])[CH3:3]. The catalyst class is: 40. (3) Reactant: C([O:4][C@@H:5]1[C@@H:10]([O:11]C(=O)C)[C@H:9]([O:15]C(=O)C)[C@@H:8]([CH2:19][O:20]C(=O)C)[O:7][C@H:6]1[O:24][C:25]1[N:26]=[N:27][CH:28]=[CH:29][C:30]=1[CH2:31][C:32]1[CH:37]=[CH:36][CH:35]=[CH:34][CH:33]=1)(=O)C.C[O-].[Na+]. Product: [CH2:31]([C:30]1[CH:29]=[CH:28][N:27]=[N:26][C:25]=1[O:24][C@@H:6]1[O:7][C@H:8]([CH2:19][OH:20])[C@@H:9]([OH:15])[C@H:10]([OH:11])[C@H:5]1[OH:4])[C:32]1[CH:37]=[CH:36][CH:35]=[CH:34][CH:33]=1. The catalyst class is: 5. (4) Reactant: [Cl:1][C:2]1[CH:11]=[CH:10][CH:9]=[C:8]2[C:3]=1[CH:4]=[C:5]([C:16]([OH:18])=O)[C:6](=[O:15])[N:7]2[CH:12]([CH3:14])[CH3:13].C(Cl)(=O)C(Cl)=O.CN(C)C=O.[NH2:30][CH2:31][CH:32]1[CH2:37][CH2:36][N:35]([CH2:38][C:39]2([OH:45])[CH2:44][CH2:43][O:42][CH2:41][CH2:40]2)[CH2:34][CH2:33]1. Product: [Cl:1][C:2]1[CH:11]=[CH:10][CH:9]=[C:8]2[C:3]=1[CH:4]=[C:5]([C:16]([NH:30][CH2:31][CH:32]1[CH2:37][CH2:36][N:35]([CH2:38][C:39]3([OH:45])[CH2:44][CH2:43][O:42][CH2:41][CH2:40]3)[CH2:34][CH2:33]1)=[O:18])[C:6](=[O:15])[N:7]2[CH:12]([CH3:13])[CH3:14]. The catalyst class is: 4. (5) Reactant: [Br:1][C:2]1[CH:7]=[CH:6][C:5](B(O)O)=[C:4]([F:11])[CH:3]=1.Br[C:13]1[N:18]=[CH:17][C:16]([O:19][CH2:20][CH:21]2[CH2:26][CH2:25][N:24]([C:27]([O:29][C:30]([CH3:33])([CH3:32])[CH3:31])=[O:28])[CH2:23][CH2:22]2)=[CH:15][CH:14]=1.C([O-])([O-])=O.[Na+].[Na+]. Product: [Br:1][C:2]1[CH:7]=[CH:6][C:5]([C:13]2[N:18]=[CH:17][C:16]([O:19][CH2:20][CH:21]3[CH2:22][CH2:23][N:24]([C:27]([O:29][C:30]([CH3:33])([CH3:32])[CH3:31])=[O:28])[CH2:25][CH2:26]3)=[CH:15][CH:14]=2)=[C:4]([F:11])[CH:3]=1. The catalyst class is: 104. (6) Reactant: [OH:1][C:2]1[C:3]2[N:4]([C:9]([C:13]([NH:15][CH2:16][C:17]([NH:22]C(=O)OC(C)(C)C)([CH3:21])[CH2:18][CH2:19][CH3:20])=[O:14])=[C:10]([CH3:12])[N:11]=2)[CH:5]=[C:6]([CH3:8])[CH:7]=1.[F:30][C:31]1[C:38]([CH3:39])=[CH:37][CH:36]=[CH:35][C:32]=1[CH2:33]Br.C(=O)([O-])[O-].[Cs+].[Cs+].[I-].[K+].Cl. Product: [NH2:22][C:17]([CH3:21])([CH2:18][CH2:19][CH3:20])[CH2:16][NH:15][C:13]([C:9]1[N:4]2[CH:5]=[C:6]([CH3:8])[CH:7]=[C:2]([O:1][CH2:33][C:32]3[CH:35]=[CH:36][CH:37]=[C:38]([CH3:39])[C:31]=3[F:30])[C:3]2=[N:11][C:10]=1[CH3:12])=[O:14]. The catalyst class is: 369.